From a dataset of Catalyst prediction with 721,799 reactions and 888 catalyst types from USPTO. Predict which catalyst facilitates the given reaction. (1) Product: [C:35]([O:34][C:32](=[O:33])[NH:39][C:40]1([C:43]([N:5]2[CH2:8][CH:7]([C:9]3[CH:30]=[CH:29][C:12]4[C:13]5[N:14]=[C:15]([C:21]6[N:22]([CH:26]([CH3:28])[CH3:27])[N:23]=[CH:24][N:25]=6)[S:16][C:17]=5[CH2:18][CH2:19][O:20][C:11]=4[CH:10]=3)[CH2:6]2)=[O:45])[CH2:41][CH2:42]1)([CH3:36])([CH3:37])[CH3:38]. The catalyst class is: 3. Reactant: O[C@H](C)C([N:5]1[CH2:8][CH:7]([C:9]2[CH:30]=[CH:29][C:12]3[C:13]4[N:14]=[C:15]([C:21]5[N:22]([CH:26]([CH3:28])[CH3:27])[N:23]=[CH:24][N:25]=5)[S:16][C:17]=4[CH2:18][CH2:19][O:20][C:11]=3[CH:10]=2)[CH2:6]1)=O.[C:32]([NH:39][C:40]1([C:43]([OH:45])=O)[CH2:42][CH2:41]1)([O:34][C:35]([CH3:38])([CH3:37])[CH3:36])=[O:33]. (2) Reactant: [CH3:1][O:2][C:3]1[CH:8]=[CH:7][C:6]([C:9]2[O:13][C:12]([CH2:14][C:15]3[CH:28]=[CH:27][C:18]4[CH:19]=[C:20]([C:22]([O:24]CC)=[O:23])[S:21][C:17]=4[CH:16]=3)=[N:11][N:10]=2)=[CH:5][CH:4]=1.[OH-].[K+]. Product: [CH3:1][O:2][C:3]1[CH:4]=[CH:5][C:6]([C:9]2[O:13][C:12]([CH2:14][C:15]3[CH:28]=[CH:27][C:18]4[CH:19]=[C:20]([C:22]([OH:24])=[O:23])[S:21][C:17]=4[CH:16]=3)=[N:11][N:10]=2)=[CH:7][CH:8]=1. The catalyst class is: 1. (3) Reactant: Br[C:2]1[CH:7]=[CH:6][C:5]([C:8]2[C:12]3=[N:13][C:14]([CH3:24])=[CH:15][C:16]([O:17][CH:18]([CH2:21][O:22][CH3:23])[CH2:19][CH3:20])=[C:11]3[N:10]([CH3:25])[N:9]=2)=[C:4]([O:26][CH3:27])[CH:3]=1.[C:28]([C:30]1[NH:31][CH:32]=[CH:33][CH:34]=1)#[N:29]. Product: [CH3:27][O:26][C:4]1[CH:3]=[C:2]([N:31]2[CH:32]=[CH:33][CH:34]=[C:30]2[C:28]#[N:29])[CH:7]=[CH:6][C:5]=1[C:8]1[C:12]2=[N:13][C:14]([CH3:24])=[CH:15][C:16]([O:17][CH:18]([CH2:21][O:22][CH3:23])[CH2:19][CH3:20])=[C:11]2[N:10]([CH3:25])[N:9]=1. The catalyst class is: 205. (4) Reactant: [C:1]([O:5][C:6]([NH:8][C@@H:9]([CH2:13][CH:14]1[CH2:19][CH2:18][CH:17]([CH3:20])[CH2:16][CH2:15]1)[C:10](O)=[O:11])=[O:7])([CH3:4])([CH3:3])[CH3:2].C(Cl)CCl.C1C=CC2N(O)N=[N:31][C:29]=2C=1.CCN(C(C)C)C(C)C.CN.CCO. Product: [CH3:29][NH:31][C:10](=[O:11])[C@@H:9]([NH:8][C:6](=[O:7])[O:5][C:1]([CH3:4])([CH3:3])[CH3:2])[CH2:13][CH:14]1[CH2:19][CH2:18][CH:17]([CH3:20])[CH2:16][CH2:15]1. The catalyst class is: 2. (5) Reactant: [CH3:1][N:2]([CH3:18])[CH2:3][CH2:4][N:5]1[CH2:10][CH2:9][O:8][C:7]2[CH:11]=[C:12]([N+:15]([O-])=O)[CH:13]=[CH:14][C:6]1=2. Product: [CH3:1][N:2]([CH3:18])[CH2:3][CH2:4][N:5]1[CH2:10][CH2:9][O:8][C:7]2[CH:11]=[C:12]([NH2:15])[CH:13]=[CH:14][C:6]1=2. The catalyst class is: 45. (6) Reactant: [NH2:1][C:2]1[CH:7]=[CH:6][C:5]([OH:8])=[CH:4][CH:3]=1.[CH3:9][O:10][C:11]1[CH:16]=[CH:15][N:14]=[C:13](Cl)[CH:12]=1.CC([O-])(C)C.[K+]. Product: [NH2:1][C:2]1[CH:7]=[CH:6][C:5]([O:8][C:13]2[CH:12]=[C:11]([O:10][CH3:9])[CH:16]=[CH:15][N:14]=2)=[CH:4][CH:3]=1. The catalyst class is: 44. (7) Reactant: [N+:1]([C:4]1[CH:9]=[CH:8][C:7]([NH:10][C:11]2[CH:16]=[CH:15][CH:14]=[C:13]([NH2:17])[N:12]=2)=[CH:6][CH:5]=1)([O-])=O.C(=O)=O. Product: [NH2:1][C:4]1[CH:5]=[CH:6][C:7]([NH:10][C:11]2[CH:16]=[CH:15][CH:14]=[C:13]([NH2:17])[N:12]=2)=[CH:8][CH:9]=1. The catalyst class is: 43. (8) Reactant: [NH2:1][C:2]1[C:3]([C:18]2[CH:30]=[CH:29][C:21]([C:22]([O:24][C:25]([CH3:28])([CH3:27])[CH3:26])=[O:23])=[C:20]([F:31])[CH:19]=2)=[N:4][C:5]([CH:8]2[CH2:17][CH2:16][C:11]3(OCC[O:12]3)[CH2:10][CH2:9]2)=[CH:6][N:7]=1.C(#N)C.Cl.[OH-].[Na+]. Product: [NH2:1][C:2]1[C:3]([C:18]2[CH:30]=[CH:29][C:21]([C:22]([O:24][C:25]([CH3:27])([CH3:28])[CH3:26])=[O:23])=[C:20]([F:31])[CH:19]=2)=[N:4][C:5]([CH:8]2[CH2:17][CH2:16][C:11](=[O:12])[CH2:10][CH2:9]2)=[CH:6][N:7]=1. The catalyst class is: 6. (9) Reactant: [CH2:1]([C:4]1[C:13]([OH:14])=[C:12]([O:15][CH3:16])[CH:11]=[C:10]2[C:5]=1[C:6]([NH:17][C:18]1[CH:23]=[CH:22][C:21]([F:24])=[C:20]([Cl:25])[CH:19]=1)=[N:7][CH:8]=[N:9]2)[CH:2]=[CH2:3].[C:26]([O-])([O-])=O.[K+].[K+].CI. Product: [CH2:1]([C:4]1[C:13]([O:14][CH3:26])=[C:12]([O:15][CH3:16])[CH:11]=[C:10]2[C:5]=1[C:6]([NH:17][C:18]1[CH:23]=[CH:22][C:21]([F:24])=[C:20]([Cl:25])[CH:19]=1)=[N:7][CH:8]=[N:9]2)[CH:2]=[CH2:3]. The catalyst class is: 21. (10) Reactant: [C:1]1(=O)OC(=O)C=C1.C(O)(=O)/C=C\C(O)=O.[C:16]([O:23][CH3:24])(=[O:22])/[CH:17]=[CH:18]\[C:19]([O-:21])=[O:20]. Product: [C:19]([O:21][CH3:1])(=[O:20])/[CH:18]=[CH:17]\[C:16]([O:23][CH3:24])=[O:22]. The catalyst class is: 5.